From a dataset of Catalyst prediction with 721,799 reactions and 888 catalyst types from USPTO. Predict which catalyst facilitates the given reaction. (1) Reactant: CC(OC([NH:8][C@H:9]([C:17](ON1C(=O)CCC1=O)=[O:18])[CH2:10][C:11]1[CH:16]=[CH:15][CH:14]=[CH:13][CH:12]=1)=O)(C)C.[NH:27](Cl)[C@H:28]([C:37]([O:39][CH2:40][CH3:41])=[O:38])[CH2:29][C:30]1[CH:35]=[CH:34][C:33]([OH:36])=[CH:32][CH:31]=1.CN1CCOCC1. Product: [NH2:8][C@H:9]([C:17]([NH:27][C@H:28]([C:37]([O:39][CH2:40][CH3:41])=[O:38])[CH2:29][C:30]1[CH:35]=[CH:34][C:33]([OH:36])=[CH:32][CH:31]=1)=[O:18])[CH2:10][C:11]1[CH:12]=[CH:13][CH:14]=[CH:15][CH:16]=1. The catalyst class is: 13. (2) Product: [Br:14][C:9]1[C:8](=[O:10])[N:7]2[CH:11]=[CH:12][S:13][C:6]2=[N:5][C:4]=1[CH:2]([Br:1])[CH3:3]. The catalyst class is: 10. Reactant: [Br:1][CH:2]([C:4]1[N:5]=[C:6]2[S:13][CH:12]=[CH:11][N:7]2[C:8](=[O:10])[CH:9]=1)[CH3:3].[Br:14]N1C(=O)CCC1=O.